This data is from Full USPTO retrosynthesis dataset with 1.9M reactions from patents (1976-2016). The task is: Predict the reactants needed to synthesize the given product. (1) Given the product [OH:8][C:9]1[CH:10]=[C:11]([CH:16]=[CH:17][C:18]=1[CH2:19][N:20]1[CH2:21][CH2:22][O:23][CH2:24][CH2:25]1)[C:12]([O:14][CH3:15])=[O:13], predict the reactants needed to synthesize it. The reactants are: C([O:8][C:9]1[CH:10]=[C:11]([CH:16]=[CH:17][C:18]=1[CH2:19][N:20]1[CH2:25][CH2:24][O:23][CH2:22][CH2:21]1)[C:12]([O:14][CH3:15])=[O:13])C1C=CC=CC=1. (2) The reactants are: [CH2:1]([P:3]([OH:5])[OH:4])[CH3:2].[CH:6](=[O:9])[CH:7]=[CH2:8].[O-]S(OOS([O-])(=O)=O)(=O)=O.[Na+].[Na+]. Given the product [CH2:1]([P:3]([CH2:8][CH2:7][CH:6]=[O:9])(=[O:5])[OH:4])[CH3:2], predict the reactants needed to synthesize it. (3) The reactants are: [NH2:1][CH2:2][C@H:3]1[C@H:11]2[N:6]([C:7]3[CH:15]=[CH:14][C:13]([N:16]4[CH2:21][CH2:20][O:19][CH2:18][C:17]4=[O:22])=[CH:12][C:8]=3[O:9][CH2:10]2)[C:5](=[O:23])[O:4]1.[Cl:24][C:25]1[CH:30]=[CH:29][C:28]([N:31]=[C:32]=[O:33])=[CH:27][CH:26]=1. Given the product [Cl:24][C:25]1[CH:30]=[CH:29][C:28]([NH:31][C:32]([NH:1][CH2:2][C@H:3]2[C@H:11]3[N:6]([C:7]4[CH:15]=[CH:14][C:13]([N:16]5[CH2:21][CH2:20][O:19][CH2:18][C:17]5=[O:22])=[CH:12][C:8]=4[O:9][CH2:10]3)[C:5](=[O:23])[O:4]2)=[O:33])=[CH:27][CH:26]=1, predict the reactants needed to synthesize it. (4) Given the product [CH3:19][C:10]1[C:11]([C:15]([F:17])([F:18])[F:16])=[CH:12][CH:13]=[CH:14][C:9]=1[CH2:8][C:3]1[C:4]([OH:7])=[N:5][N:6]2[C:23]([OH:24])=[CH:22][C:21]([CH:28]3[CH2:33][CH2:32][O:31][CH2:30][CH2:29]3)=[N:1][C:2]=12, predict the reactants needed to synthesize it. The reactants are: [NH2:1][C:2]1[NH:6][NH:5][C:4](=[O:7])[C:3]=1[CH2:8][C:9]1[CH:14]=[CH:13][CH:12]=[C:11]([C:15]([F:18])([F:17])[F:16])[C:10]=1[CH3:19].O=[C:21]([CH:28]1[CH2:33][CH2:32][O:31][CH2:30][CH2:29]1)[CH2:22][C:23](OCC)=[O:24].Cl.O1CCOCC1. (5) Given the product [Cl:38][CH:39]([Cl:43])[C:40]([N:20]([CH2:21][CH2:22][NH:23][C:24](=[O:30])[O:25][C:26]([CH3:27])([CH3:29])[CH3:28])[C:16]1[CH:17]=[CH:18][CH:19]=[C:14]([C:12]2[O:11][N:10]=[C:9]([C:3]3[C:4]([Cl:8])=[CH:5][CH:6]=[CH:7][C:2]=3[Cl:1])[CH:13]=2)[CH:15]=1)=[O:41], predict the reactants needed to synthesize it. The reactants are: [Cl:1][C:2]1[CH:7]=[CH:6][CH:5]=[C:4]([Cl:8])[C:3]=1[C:9]1[CH:13]=[C:12]([C:14]2[CH:15]=[C:16]([NH:20][CH2:21][CH2:22][NH:23][C:24](=[O:30])[O:25][C:26]([CH3:29])([CH3:28])[CH3:27])[CH:17]=[CH:18][CH:19]=2)[O:11][N:10]=1.C(N(CC)CC)C.[Cl:38][CH:39]([Cl:43])[C:40](Cl)=[O:41].